From a dataset of Catalyst prediction with 721,799 reactions and 888 catalyst types from USPTO. Predict which catalyst facilitates the given reaction. (1) Reactant: Cl[C:2]1[N:10]=[CH:9][N:8]=[C:7]2[C:3]=1[NH:4][CH:5]=[N:6]2.[CH3:11][NH:12][CH2:13][CH2:14][CH2:15][NH2:16]. Product: [CH3:11][NH:12][CH2:13][CH2:14][CH2:15][NH:16][C:2]1[N:10]=[CH:9][N:8]=[C:7]2[C:3]=1[N:4]=[CH:5][NH:6]2. The catalyst class is: 8. (2) Reactant: C(N(CC)CC)C.[CH:8]1([C:11]2[CH:12]=[C:13]([NH2:20])[CH:14]=[C:15]3[C:19]=2[NH:18][CH:17]=[CH:16]3)[CH2:10][CH2:9]1.[C:21](O[C:21]([O:23][C:24]([CH3:27])([CH3:26])[CH3:25])=[O:22])([O:23][C:24]([CH3:27])([CH3:26])[CH3:25])=[O:22]. Product: [CH:8]1([C:11]2[CH:12]=[C:13]([NH:20][C:21](=[O:22])[O:23][C:24]([CH3:27])([CH3:26])[CH3:25])[CH:14]=[C:15]3[C:19]=2[NH:18][CH:17]=[CH:16]3)[CH2:10][CH2:9]1. The catalyst class is: 5. (3) Reactant: [CH:1]1([CH2:6][C@H:7]([CH2:35][N:36]([CH:45]=[O:46])[O:37]CC2C=CC=CC=2)[C:8]([N:10]2[C@H:14]([C:15]([NH:17][C:18]3[CH:23]=[CH:22][C:21]([CH3:24])=[CH:20][N:19]=3)=[O:16])[CH2:13][CH2:12][N:11]2C(OCC2C=CC=CC=2)=O)=[O:9])[CH2:5][CH2:4][CH2:3][CH2:2]1. Product: [CH:1]1([CH2:6][C@H:7]([CH2:35][N:36]([CH:45]=[O:46])[OH:37])[C:8]([N:10]2[C@H:14]([C:15]([NH:17][C:18]3[CH:23]=[CH:22][C:21]([CH3:24])=[CH:20][N:19]=3)=[O:16])[CH2:13][CH2:12][NH:11]2)=[O:9])[CH2:2][CH2:3][CH2:4][CH2:5]1. The catalyst class is: 105. (4) Reactant: [O:1]=[O+][O-].[F:4][C:5]1[C:14]([CH:15]=C)=[N:13][CH:12]=[CH:11][C:6]=1[C:7]([O:9][CH3:10])=[O:8].C1(P(C2C=CC=CC=2)C2C=CC=CC=2)C=CC=CC=1. Product: [F:4][C:5]1[C:14]([CH:15]=[O:1])=[N:13][CH:12]=[CH:11][C:6]=1[C:7]([O:9][CH3:10])=[O:8]. The catalyst class is: 2. (5) Reactant: C(O[BH-](OC(=O)C)OC(=O)C)(=O)C.[Na+].[CH3:15][C:16]1[CH:17]=[C:18]([S:22]([N:25]([CH:27]2[CH2:31][CH2:30][C:29](=O)[CH2:28]2)[CH3:26])(=[O:24])=[O:23])[CH:19]=[CH:20][CH:21]=1.[F:33][C:34]([F:42])([F:41])[CH:35]1[CH2:40][CH2:39][NH:38][CH2:37][CH2:36]1.[OH-].[Na+]. Product: [CH3:15][C:16]1[CH:17]=[C:18]([S:22]([N:25]([CH3:26])[C@H:27]2[CH2:31][CH2:30][C@@H:29]([N:38]3[CH2:39][CH2:40][CH:35]([C:34]([F:42])([F:41])[F:33])[CH2:36][CH2:37]3)[CH2:28]2)(=[O:24])=[O:23])[CH:19]=[CH:20][CH:21]=1. The catalyst class is: 26. (6) Reactant: [CH3:1][C:2]1[O:6][C:5]([C:7]2[CH:12]=[CH:11][CH:10]=[CH:9][CH:8]=2)=[N:4][C:3]=1[CH2:13][O:14][C:15]1[CH:16]=[C:17]([C:21](OC)=[O:22])[CH:18]=[N:19][CH:20]=1.[H-].[Al+3].[Li+].[H-].[H-].[H-].O.O.O.O.O.O.O.O.O.O.[O-]S([O-])(=O)=O.[Na+].[Na+]. The catalyst class is: 7. Product: [CH3:1][C:2]1[O:6][C:5]([C:7]2[CH:8]=[CH:9][CH:10]=[CH:11][CH:12]=2)=[N:4][C:3]=1[CH2:13][O:14][C:15]1[CH:16]=[C:17]([CH2:21][OH:22])[CH:18]=[N:19][CH:20]=1. (7) Reactant: [O:1]=[C:2]1[CH:6]=[CH:5][C:4](=[O:7])[N:3]1[CH2:8][CH2:9][CH2:10][CH2:11][CH2:12][C:13]([N:15]([CH2:17][CH2:18][N:19]([CH3:73])[C:20](=[O:72])[O:21][C:22]1[C:23]2[CH:71]=[CH:70][CH:69]=[CH:68][C:24]=2[C:25]2[C@H:26]([CH2:66][Cl:67])[CH2:27][N:28]([C:31](=[O:65])[CH2:32][CH2:33][CH2:34][C:35]([N:37]3[C:45]4[CH:44]=[C:43]([O:46][P:47]([O:54]C(C)(C)C)([O:49]C(C)(C)C)=[O:48])[C:42]5[CH:59]=[CH:60][CH:61]=[CH:62][C:41]=5[C:40]=4[C@H:39]([CH2:63][Cl:64])[CH2:38]3)=[O:36])[C:29]=2[CH:30]=1)[CH3:16])=[O:14].C(O)(C(F)(F)F)=O. Product: [O:1]=[C:2]1[CH:6]=[CH:5][C:4](=[O:7])[N:3]1[CH2:8][CH2:9][CH2:10][CH2:11][CH2:12][C:13]([N:15]([CH2:17][CH2:18][N:19]([CH3:73])[C:20](=[O:72])[O:21][C:22]1[C:23]2[CH:71]=[CH:70][CH:69]=[CH:68][C:24]=2[C:25]2[C@H:26]([CH2:66][Cl:67])[CH2:27][N:28]([C:31](=[O:65])[CH2:32][CH2:33][CH2:34][C:35]([N:37]3[C:45]4[CH:44]=[C:43]([O:46][P:47]([OH:49])([OH:54])=[O:48])[C:42]5[CH:59]=[CH:60][CH:61]=[CH:62][C:41]=5[C:40]=4[C@H:39]([CH2:63][Cl:64])[CH2:38]3)=[O:36])[C:29]=2[CH:30]=1)[CH3:16])=[O:14]. The catalyst class is: 2.